This data is from Forward reaction prediction with 1.9M reactions from USPTO patents (1976-2016). The task is: Predict the product of the given reaction. (1) Given the reactants [CH3:1][C:2]1[N:6]=[C:5]([C:7]2[CH:12]=[CH:11][C:10]([CH2:13][C:14]([C:16]3[CH:21]=[CH:20][CH:19]=[CH:18][CH:17]=3)=[O:15])=[CH:9][CH:8]=2)[O:4][N:3]=1.[H-].[Na+].[CH2:24](Br)[CH:25]=[CH:26][C:27]1[CH:32]=[CH:31][CH:30]=[CH:29][CH:28]=1, predict the reaction product. The product is: [CH3:1][C:2]1[N:6]=[C:5]([C:7]2[CH:8]=[CH:9][C:10]([CH:13]([CH2:24]/[CH:25]=[CH:26]/[C:27]3[CH:32]=[CH:31][CH:30]=[CH:29][CH:28]=3)[C:14]([C:16]3[CH:21]=[CH:20][CH:19]=[CH:18][CH:17]=3)=[O:15])=[CH:11][CH:12]=2)[O:4][N:3]=1. (2) Given the reactants [CH2:1]([C:3]1[S:4][C:5]([C:15]2[CH:20]=[CH:19][N+:18]([O-])=[CH:17][CH:16]=2)=[C:6]([C:8]2[CH:13]=[CH:12][CH:11]=[C:10]([CH3:14])[CH:9]=2)[N:7]=1)[CH3:2].C(=O)([O-])O.[Na+].P(Cl)(Cl)([Cl:29])=O, predict the reaction product. The product is: [Cl:29][C:19]1[CH:20]=[C:15]([C:5]2[S:4][C:3]([CH2:1][CH3:2])=[N:7][C:6]=2[C:8]2[CH:13]=[CH:12][CH:11]=[C:10]([CH3:14])[CH:9]=2)[CH:16]=[CH:17][N:18]=1. (3) Given the reactants [Br:1][C:2]1[CH:7]=[C:6]([N+:8]([O-])=O)[CH:5]=[CH:4][C:3]=1[CH3:11].C(O)C.C(O)(=O)C.N, predict the reaction product. The product is: [Br:1][C:2]1[CH:7]=[C:6]([NH2:8])[CH:5]=[CH:4][C:3]=1[CH3:11]. (4) Given the reactants Br[C:2]1[CH:7]=[CH:6][C:5]([F:8])=[CH:4][N:3]=1.C(O[Na])(C)(C)C.[CH:15]1([NH2:18])[CH2:17][CH2:16]1, predict the reaction product. The product is: [CH:15]1([NH:18][C:2]2[CH:7]=[CH:6][C:5]([F:8])=[CH:4][N:3]=2)[CH2:17][CH2:16]1. (5) Given the reactants [OH:1][C:2]1[CH:9]=[CH:8][C:5]([C:6]#[N:7])=[CH:4][CH:3]=1.C1(P(C2C=CC=CC=2)C2C=CC=CC=2)C=CC=CC=1.CCOC(/N=N/C(OCC)=O)=O.[CH2:41]([C:43]1[C:47]([O:48][C:49]2[CH:50]=[C:51]([CH:54]=[C:55]([F:57])[CH:56]=2)[C:52]#[N:53])=[C:46]([CH2:58][CH2:59]O)[NH:45][N:44]=1)[CH3:42], predict the reaction product. The product is: [C:6]([C:5]1[CH:8]=[CH:9][C:2]([O:1][CH2:42][CH2:41][C:43]2[NH:44][N:45]=[C:46]([CH2:58][CH3:59])[C:47]=2[O:48][C:49]2[CH:50]=[C:51]([CH:54]=[C:55]([F:57])[CH:56]=2)[C:52]#[N:53])=[CH:3][CH:4]=1)#[N:7]. (6) Given the reactants C(OC(C1N(CC2C3C=C(F)C=CC=3SC=2)C2C(C=1CNC)=CC(F)=CC=2)=O)C.Cl.C([O:33][C:34]([C:36]1[N:37]([CH2:53][C:54]2[C:55]3[CH:62]=[C:61]([F:63])[CH:60]=[CH:59][C:56]=3[S:57][CH:58]=2)[C:38]2[C:43]([C:44]=1[CH2:45][N:46]([C:48]([O:50][CH3:51])=[O:49])[CH3:47])=[CH:42][C:41]([F:52])=[CH:40][CH:39]=2)=[O:35])C, predict the reaction product. The product is: [F:52][C:41]1[CH:42]=[C:43]2[C:38](=[CH:39][CH:40]=1)[N:37]([CH2:53][C:54]1[C:55]3[CH:62]=[C:61]([F:63])[CH:60]=[CH:59][C:56]=3[S:57][CH:58]=1)[C:36]([C:34]([OH:35])=[O:33])=[C:44]2[CH2:45][N:46]([C:48]([O:50][CH3:51])=[O:49])[CH3:47]. (7) Given the reactants [F:1][C:2]1[CH:3]=[C:4]([SH:9])[CH:5]=[CH:6][C:7]=1[F:8].I[CH2:11][CH2:12][C:13]([F:16])([F:15])[F:14].C(=O)([O-])[O-].[K+].[K+], predict the reaction product. The product is: [F:8][C:7]1[CH:6]=[CH:5][C:4]([S:9][CH2:11][CH2:12][C:13]([F:16])([F:15])[F:14])=[CH:3][C:2]=1[F:1].